This data is from Catalyst prediction with 721,799 reactions and 888 catalyst types from USPTO. The task is: Predict which catalyst facilitates the given reaction. (1) Reactant: [CH3:1][C:2]1[CH:7]=[CH:6][CH:5]=[CH:4][C:3]=1[CH2:8][C:9]([OH:11])=O.C(Cl)(=O)C([Cl:15])=O. The catalyst class is: 118. Product: [CH3:1][C:2]1[CH:7]=[CH:6][CH:5]=[CH:4][C:3]=1[CH2:8][C:9]([Cl:15])=[O:11]. (2) Reactant: [C:1]([O:5][C:6]([N:8]1[CH2:13][CH2:12][NH:11][CH2:10][CH2:9]1)=[O:7])([CH3:4])([CH3:3])[CH3:2].[CH2:14]([O:16][C:17](=[O:30])[CH2:18][NH:19][C:20]1[C:25]([N+:26]([O-:28])=[O:27])=[C:24](Cl)[N:23]=[CH:22][N:21]=1)[CH3:15].C(=O)([O-])[O-].[K+].[K+].O. Product: [C:1]([O:5][C:6]([N:8]1[CH2:13][CH2:12][N:11]([C:24]2[C:25]([N+:26]([O-:28])=[O:27])=[C:20]([NH:19][CH2:18][C:17]([O:16][CH2:14][CH3:15])=[O:30])[N:21]=[CH:22][N:23]=2)[CH2:10][CH2:9]1)=[O:7])([CH3:4])([CH3:2])[CH3:3]. The catalyst class is: 3. (3) Reactant: C(OC(=O)[NH:7][C@@H:8]([CH2:33][C:34]1[CH:39]=[CH:38][CH:37]=[C:36]([O:40][CH2:41][CH:42]=[CH2:43])[CH:35]=1)[C@H:9]([OH:32])[CH2:10][N:11]([C:22]([O:24][CH2:25][C:26]1[CH:31]=[CH:30][CH:29]=[CH:28][CH:27]=1)=[O:23])[CH2:12][C:13]1[CH:18]=[CH:17][CH:16]=[C:15]([CH:19]([CH3:21])[CH3:20])[CH:14]=1)(C)(C)C.[CH2:45]([N:48]([C:58]([O:60][C:61]([CH3:64])([CH3:63])[CH3:62])=[O:59])[C:49]1[CH:50]=[C:51]([CH:55]=[CH:56][CH:57]=1)[C:52]([OH:54])=O)[CH:46]=[CH2:47].C1C=CC2N(O)N=NC=2C=1.CCN=C=NCCCN(C)C.Cl.C(N(CC)CC)C. Product: [C:61]([O:60][C:58](=[O:59])[N:48]([CH2:45][CH:46]=[CH2:47])[C:49]1[CH:57]=[CH:56][CH:55]=[C:51]([C:52](=[O:54])[NH:7][C@@H:8]([CH2:33][C:34]2[CH:39]=[CH:38][CH:37]=[C:36]([O:40][CH2:41][CH:42]=[CH2:43])[CH:35]=2)[C@H:9]([OH:32])[CH2:10][N:11]([C:22]([O:24][CH2:25][C:26]2[CH:27]=[CH:28][CH:29]=[CH:30][CH:31]=2)=[O:23])[CH2:12][C:13]2[CH:18]=[CH:17][CH:16]=[C:15]([CH:19]([CH3:20])[CH3:21])[CH:14]=2)[CH:50]=1)([CH3:64])([CH3:63])[CH3:62]. The catalyst class is: 91. (4) Reactant: [Cl:1][C:2]1[C:3]2[NH:10][CH:9]=[CH:8][C:4]=2[N:5]=[CH:6][N:7]=1.I[CH:12]([CH3:14])[CH3:13].C(=O)([O-])[O-].[Cs+].[Cs+]. Product: [Cl:1][C:2]1[C:3]2[N:10]([CH:12]([CH3:14])[CH3:13])[CH:9]=[CH:8][C:4]=2[N:5]=[CH:6][N:7]=1. The catalyst class is: 9. (5) Reactant: [CH3:1][S:2][C:3]1[C:4]([CH3:10])=[CH:5][C:6]([OH:9])=[CH:7][CH:8]=1.C([O-])([O-])=O.[K+].[K+].[CH2:17](Br)[C:18]1[CH:23]=[CH:22][CH:21]=[CH:20][CH:19]=1. Product: [CH2:17]([O:9][C:6]1[CH:7]=[CH:8][C:3]([S:2][CH3:1])=[C:4]([CH3:10])[CH:5]=1)[C:18]1[CH:23]=[CH:22][CH:21]=[CH:20][CH:19]=1. The catalyst class is: 3. (6) Reactant: [CH3:1][O:2][C:3]1[O:4][C:5]([C:16]2[CH:25]=[CH:24][C:19]([O:20][CH2:21][CH2:22][OH:23])=[CH:18][CH:17]=2)=[C:6]([C:8]2[CH:13]=[CH:12][C:11]([O:14][CH3:15])=[CH:10][CH:9]=2)[N:7]=1.C(N(CC)CC)C.[CH3:33][S:34](Cl)(=[O:36])=[O:35]. Product: [CH3:33][S:34]([O:23][CH2:22][CH2:21][O:20][C:19]1[CH:24]=[CH:25][C:16]([C:5]2[O:4][C:3]([O:2][CH3:1])=[N:7][C:6]=2[C:8]2[CH:9]=[CH:10][C:11]([O:14][CH3:15])=[CH:12][CH:13]=2)=[CH:17][CH:18]=1)(=[O:36])=[O:35]. The catalyst class is: 13. (7) Reactant: [Cl:1][C:2]1[CH:3]=[C:4](/[CH:23]=[C:24](\[CH3:30])/[C:25]([O:27][CH2:28][CH3:29])=[O:26])[CH:5]=[C:6]([CH3:22])[C:7]=1[O:8][C:9]1[CH:14]=[CH:13][C:12]([O:15]C2CCCCO2)=[CH:11][N:10]=1.C1(C)C=CC(S(O)(=O)=O)=CC=1. Product: [Cl:1][C:2]1[CH:3]=[C:4](/[CH:23]=[C:24](\[CH3:30])/[C:25]([O:27][CH2:28][CH3:29])=[O:26])[CH:5]=[C:6]([CH3:22])[C:7]=1[O:8][C:9]1[CH:14]=[CH:13][C:12]([OH:15])=[CH:11][N:10]=1. The catalyst class is: 14. (8) Reactant: [FH:1].[FH:2].F.C(N(CC)CC)C.O=[C:12]1[CH2:17][CH2:16][CH:15]([C:18]([O:20][CH2:21][CH3:22])=[O:19])[CH2:14][CH2:13]1.C([O-])(O)=O.[Na+]. Product: [F:1][C:12]1([F:2])[CH2:17][CH2:16][CH:15]([C:18]([O:20][CH2:21][CH3:22])=[O:19])[CH2:14][CH2:13]1. The catalyst class is: 279. (9) Reactant: [F:1][C:2]([F:21])([F:20])[O:3][C:4]1[CH:5]=[CH:6][C:7]([OH:19])=[C:8]([NH:10][C:11](=O)[C:12]2[CH:17]=[CH:16][N:15]=[CH:14][CH:13]=2)[CH:9]=1.O1CCCC1.C1(P(C2C=CC=CC=2)C2C=CC=CC=2)C=CC=CC=1.N(C(OCC)=O)=NC(OCC)=O. Product: [N:15]1[CH:16]=[CH:17][C:12]([C:11]2[O:19][C:7]3[CH:6]=[CH:5][C:4]([O:3][C:2]([F:21])([F:20])[F:1])=[CH:9][C:8]=3[N:10]=2)=[CH:13][CH:14]=1. The catalyst class is: 226. (10) Reactant: [CH3:1][C:2]1[N:3]=[C:4]2[CH:12]=[CH:11][CH:10]=[C:9]3[N:5]2[C:6]=1[C:7](=[S:13])[NH:8]3.Br[CH2:15][CH2:16][CH2:17][CH2:18][CH2:19][N:20]1[C:24](=[O:25])[C:23]2=[CH:26][CH:27]=[CH:28][CH:29]=[C:22]2[C:21]1=[O:30].C(N(CC)CC)C. Product: [CH3:1][C:2]1[N:3]=[C:4]2[CH:12]=[CH:11][CH:10]=[C:9]3[N:5]2[C:6]=1[C:7]([S:13][CH2:15][CH2:16][CH2:17][CH2:18][CH2:19][N:20]1[C:21](=[O:30])[C:22]2=[CH:29][CH:28]=[CH:27][CH:26]=[C:23]2[C:24]1=[O:25])=[N:8]3. The catalyst class is: 9.